Dataset: Peptide-MHC class II binding affinity with 134,281 pairs from IEDB. Task: Regression. Given a peptide amino acid sequence and an MHC pseudo amino acid sequence, predict their binding affinity value. This is MHC class II binding data. The peptide sequence is SNLLRAIEAQQHLLQLTVWGIKQL. The MHC is H-2-IAb with pseudo-sequence H-2-IAb. The binding affinity (normalized) is 0.124.